From a dataset of TCR-epitope binding with 47,182 pairs between 192 epitopes and 23,139 TCRs. Binary Classification. Given a T-cell receptor sequence (or CDR3 region) and an epitope sequence, predict whether binding occurs between them. (1) The epitope is GILGFVFTL. The TCR CDR3 sequence is CASSLLAGAGELFF. Result: 1 (the TCR binds to the epitope). (2) The epitope is QASQEVKNW. The TCR CDR3 sequence is CASSLTPFWDRANTGELFF. Result: 0 (the TCR does not bind to the epitope).